From a dataset of Forward reaction prediction with 1.9M reactions from USPTO patents (1976-2016). Predict the product of the given reaction. (1) Given the reactants [OH:1][C:2]1[C:3]([C:16](=[O:18])[CH3:17])=[N:4][N:5]([CH2:7][C:8]2[CH:13]=[CH:12][C:11]([O:14][CH3:15])=[CH:10][CH:9]=2)[CH:6]=1.[CH2:19]([N:26]1[CH2:31][CH2:30][C:29](=O)[CH2:28][CH2:27]1)[C:20]1[CH:25]=[CH:24][CH:23]=[CH:22][CH:21]=1.N1CCCC1, predict the reaction product. The product is: [CH2:19]([N:26]1[CH2:31][CH2:30][C:29]2([O:1][C:2]3[C:3](=[N:4][N:5]([CH2:7][C:8]4[CH:9]=[CH:10][C:11]([O:14][CH3:15])=[CH:12][CH:13]=4)[CH:6]=3)[C:16](=[O:18])[CH2:17]2)[CH2:28][CH2:27]1)[C:20]1[CH:25]=[CH:24][CH:23]=[CH:22][CH:21]=1. (2) Given the reactants [N:1]1([C:7]2[CH:8]=[C:9]([OH:13])[CH:10]=[CH:11][CH:12]=2)[CH2:6][CH2:5][NH:4][CH2:3][CH2:2]1.C([O-])([O-])=O.[K+].[K+].Br[CH2:21][CH2:22][CH2:23][O:24][CH:25]1[CH2:30][CH2:29][CH2:28][CH2:27][O:26]1, predict the reaction product. The product is: [O:26]1[CH2:27][CH2:28][CH2:29][CH2:30][CH:25]1[O:24][CH2:23][CH2:22][CH2:21][N:4]1[CH2:3][CH2:2][N:1]([C:7]2[CH:8]=[C:9]([OH:13])[CH:10]=[CH:11][CH:12]=2)[CH2:6][CH2:5]1. (3) The product is: [CH2:1]([C:4]1[CH:13]=[C:12]([F:14])[CH:11]=[CH:10][C:5]=1[CH2:6][OH:7])[CH:2]=[CH2:3]. Given the reactants [CH2:1]([C:4]1[CH:13]=[C:12]([F:14])[CH:11]=[CH:10][C:5]=1[C:6](OC)=[O:7])[CH:2]=[CH2:3].[H-].[H-].[H-].[H-].[Li+].[Al+3], predict the reaction product. (4) Given the reactants Br[C:2]1[CH:7]=[C:6]([CH3:8])[C:5]([CH2:9][C:10]([O:12][CH3:13])=[O:11])=[C:4]([CH2:14][CH3:15])[CH:3]=1.[Cu](C#N)[C:17]#[N:18], predict the reaction product. The product is: [C:17]([C:2]1[CH:7]=[C:6]([CH3:8])[C:5]([CH2:9][C:10]([O:12][CH3:13])=[O:11])=[C:4]([CH2:14][CH3:15])[CH:3]=1)#[N:18]. (5) Given the reactants C([C@H]1C2C(=CC(C(N[C@H](C3C=CC(S(CC)(=O)=O)=CC=3)CO)=O)=CC=2)CN1)C.[CH2:29]([C@H:31]1[C:39]2[C:34](=[CH:35][C:36]([C:40](=[O:57])[NH:41][C@H:42]([C:46]3[CH:51]=[CH:50][C:49]([S:52]([CH2:55][CH3:56])(=[O:54])=[O:53])=[CH:48][N:47]=3)[CH2:43][CH2:44][OH:45])=[CH:37][CH:38]=2)[CH2:33][N:32]1C(OC(C)(C)C)=O)[CH3:30], predict the reaction product. The product is: [CH2:29]([C@H:31]1[C:39]2[C:34](=[CH:35][C:36]([C:40]([NH:41][C@H:42]([C:46]3[CH:51]=[CH:50][C:49]([S:52]([CH2:55][CH3:56])(=[O:53])=[O:54])=[CH:48][N:47]=3)[CH2:43][CH2:44][OH:45])=[O:57])=[CH:37][CH:38]=2)[CH2:33][NH:32]1)[CH3:30].